Dataset: Reaction yield outcomes from USPTO patents with 853,638 reactions. Task: Predict the reaction yield, written as a fraction of the theoretical maximum amount of product (1.0 means a 100% yield; for example, 0.34 means a 34% yield). (1) The reactants are [C:1]1([CH3:11])[CH:6]=CC(S(O)(=O)=O)=C[CH:2]=1.[NH2:12][C:13](CC#N)(O)C#N.[NH3:20].O1CCCC1.C([N:28]([CH2:31][CH3:32])[CH2:29]C)C.C[NH2:34]. The catalyst is C(#N)C. The product is [NH2:20][C:31]1[N:28]([CH3:29])[C:6]([CH:1]([CH3:2])[CH3:11])=[N:34][C:32]=1[C:13]#[N:12]. The yield is 0.550. (2) The reactants are [F:1][C:2]1[C:3]([O:29]C)=[C:4]2[C:9](=[CH:10][CH:11]=1)[CH:8]([NH:12][C:13]1[CH:21]=[CH:20][CH:19]=[C:18]3[C:14]=1[CH:15]=[N:16][NH:17]3)[C:7]([C:23]([F:26])([F:25])[F:24])([OH:22])[CH2:6][C:5]2([CH3:28])[CH3:27].B(Br)(Br)Br.C(=O)(O)[O-].[Na+]. The catalyst is ClCCl. The product is [F:1][C:2]1[CH:11]=[CH:10][C:9]2[CH:8]([NH:12][C:13]3[CH:21]=[CH:20][CH:19]=[C:18]4[C:14]=3[CH:15]=[N:16][NH:17]4)[C:7]([C:23]([F:25])([F:26])[F:24])([OH:22])[CH2:6][C:5]([CH3:27])([CH3:28])[C:4]=2[C:3]=1[OH:29]. The yield is 0.886. (3) The reactants are C([Li])CCC.[C:6]([Si:10]([CH3:38])([CH3:37])[O:11][C@H:12]([C:18]1[CH:23]=[CH:22][C:21]([C:24]2[C@@H:28]([CH2:29][CH2:30][CH2:31][C:32]3[S:33][CH:34]=[CH:35][CH:36]=3)[CH2:27][CH2:26][CH:25]=2)=[CH:20][CH:19]=1)[CH2:13][CH2:14][CH2:15][CH2:16][CH3:17])([CH3:9])([CH3:8])[CH3:7].CN([CH:42]=[O:43])C. The catalyst is CCOCC. The product is [C:6]([Si:10]([CH3:38])([CH3:37])[O:11][C@H:12]([C:18]1[CH:19]=[CH:20][C:21]([C:24]2[C@@H:28]([CH2:29][CH2:30][CH2:31][C:32]3[S:33][C:34]([CH:42]=[O:43])=[CH:35][CH:36]=3)[CH2:27][CH2:26][CH:25]=2)=[CH:22][CH:23]=1)[CH2:13][CH2:14][CH2:15][CH2:16][CH3:17])([CH3:9])([CH3:7])[CH3:8]. The yield is 0.770.